Task: Predict the reactants needed to synthesize the given product.. Dataset: Full USPTO retrosynthesis dataset with 1.9M reactions from patents (1976-2016) (1) Given the product [C:1]([C:3]1[CH:4]=[C:5]([C:12]([O:14][CH2:15][CH3:16])=[O:13])[S:6][C:7]=1[S:8][C:11]1[C:19]([Cl:18])=[CH:20][N:21]=[CH:22][C:23]=1[Cl:26])#[N:2], predict the reactants needed to synthesize it. The reactants are: [C:1]([C:3]1[CH:4]=[C:5]([C:12]([O:14][CH2:15][CH3:16])=[O:13])[S:6][C:7]=1[S:8]([CH3:11])(=O)=O)#[N:2].[Na].[Cl:18][C:19]1[CH:20]=[N+:21]([O-])[CH:22]=[C:23]([Cl:26])C=1S.C(N(C(C)C)C(C)C)C. (2) Given the product [C:1]([O:5][C:6](=[O:7])[NH:8][CH:9]1[CH2:10][C:11](=[O:13])[O:16][C:14]1=[O:15])([CH3:2])([CH3:3])[CH3:4], predict the reactants needed to synthesize it. The reactants are: [C:1]([O:5][C:6]([NH:8][CH:9]([C:14]([OH:16])=[O:15])[CH2:10][C:11]([OH:13])=O)=[O:7])([CH3:4])([CH3:3])[CH3:2].Cl.CN(C)CCCN=C=NCC. (3) Given the product [F:47][CH:22]([F:21])[O:23][C:24]1[CH:25]=[C:26]2[C:30](=[CH:31][CH:32]=1)[N:29]([CH3:33])[N:28]=[C:27]2[C:2]1[N:3]=[C:4]2[C:10]([CH:11]=[O:12])=[CH:9][N:8]([CH2:13][O:14][CH2:15][CH2:16][Si:17]([CH3:20])([CH3:19])[CH3:18])[C:5]2=[N:6][CH:7]=1, predict the reactants needed to synthesize it. The reactants are: Br[C:2]1[N:3]=[C:4]2[C:10]([CH:11]=[O:12])=[CH:9][N:8]([CH2:13][O:14][CH2:15][CH2:16][Si:17]([CH3:20])([CH3:19])[CH3:18])[C:5]2=[N:6][CH:7]=1.[F:21][CH:22]([F:47])[O:23][C:24]1[CH:25]=[C:26]2[C:30](=[CH:31][CH:32]=1)[N:29]([CH3:33])[N:28]=[C:27]2[Sn](CCCC)(CCCC)CCCC. (4) Given the product [CH3:29][O:30][CH2:31][CH2:32][N:33]([CH2:34][CH2:35][O:36][CH3:37])[S:10]([C:7]1[CH:8]=[CH:9][C:4]([O:3][CH2:1][CH3:2])=[C:5]([C:14]2[NH:19][C:18](=[O:20])[C:17]3=[C:21]([CH2:27][CH3:28])[N:22]=[C:23]([CH2:24][CH2:25][CH3:26])[N:16]3[N:15]=2)[CH:6]=1)(=[O:12])=[O:11], predict the reactants needed to synthesize it. The reactants are: [CH2:1]([O:3][C:4]1[CH:9]=[CH:8][C:7]([S:10](Cl)(=[O:12])=[O:11])=[CH:6][C:5]=1[C:14]1[NH:19][C:18](=[O:20])[C:17]2=[C:21]([CH2:27][CH3:28])[N:22]=[C:23]([CH2:24][CH2:25][CH3:26])[N:16]2[N:15]=1)[CH3:2].[CH3:29][O:30][CH2:31][CH2:32][NH:33][CH2:34][CH2:35][O:36][CH3:37]. (5) Given the product [F:12][CH:11]([F:13])[C:9]1[N:10]=[C:5]2[CH:4]=[CH:3][C:2]([C:16]#[C:15][C:17]3[N:21]([CH3:22])[N:20]=[C:19]([N:23]4[CH2:27][CH2:26][CH2:25][CH2:24]4)[N:18]=3)=[N:7][N:6]2[C:8]=1[CH3:14], predict the reactants needed to synthesize it. The reactants are: Cl[C:2]1[CH:3]=[CH:4][C:5]2[N:6]([C:8]([CH3:14])=[C:9]([CH:11]([F:13])[F:12])[N:10]=2)[N:7]=1.[C:15]([C:17]1[N:21]([CH3:22])[N:20]=[C:19]([N:23]2[CH2:27][CH2:26][CH2:25][CH2:24]2)[N:18]=1)#[CH:16].